Dataset: Forward reaction prediction with 1.9M reactions from USPTO patents (1976-2016). Task: Predict the product of the given reaction. (1) Given the reactants [CH2:1]([C:3]1[CH:30]=[CH:29][C:6]([CH2:7][N:8]2[CH2:13][CH:12]3[CH:10]([CH:11]3[CH2:14][NH:15][C:16]3[CH:21]=[CH:20][C:19]([N:22]4[CH2:27][CH2:26][O:25][CH2:24][CH2:23]4)=[C:18]([F:28])[CH:17]=3)[CH2:9]2)=[CH:5][CH:4]=1)[CH3:2].CCN(C(C)C)C(C)C.[S:40]1[C:44]2[CH:45]=[CH:46][CH:47]=[CH:48][C:43]=2[CH:42]=[C:41]1[C:49](Cl)=[O:50].C([O-])(O)=O.[Na+], predict the reaction product. The product is: [CH2:1]([C:3]1[CH:4]=[CH:5][C:6]([CH2:7][N:8]2[CH2:13][CH:12]3[CH:10]([CH:11]3[CH2:14][N:15]([C:16]3[CH:21]=[CH:20][C:19]([N:22]4[CH2:27][CH2:26][O:25][CH2:24][CH2:23]4)=[C:18]([F:28])[CH:17]=3)[C:49]([C:41]3[S:40][C:44]4[CH:45]=[CH:46][CH:47]=[CH:48][C:43]=4[CH:42]=3)=[O:50])[CH2:9]2)=[CH:29][CH:30]=1)[CH3:2]. (2) Given the reactants Cl[CH2:2][CH2:3][NH:4][C:5]([NH:7][CH:8]1[CH2:12][CH2:11][CH2:10][CH2:9]1)=[O:6].[H-].[Na+], predict the reaction product. The product is: [CH:8]1([N:7]2[CH2:2][CH2:3][NH:4][C:5]2=[O:6])[CH2:12][CH2:11][CH2:10][CH2:9]1. (3) Given the reactants [F:1][C:2]([F:26])([F:25])[S:3]([O:6][C:7]1[CH:8]=[CH:9][C:10]2[O:24][CH2:23][C:13]3([C:21]4[C:16](=[CH:17][CH:18]=[CH:19][CH:20]=4)[NH:15][C:14]3=[O:22])[C:11]=2[CH:12]=1)(=[O:5])=[O:4].[OH-].[Na+].Br[CH2:30][C:31]1[O:32][C:33]([C:36]([F:39])([F:38])[F:37])=[CH:34][CH:35]=1, predict the reaction product. The product is: [F:26][C:2]([F:1])([F:25])[S:3]([O:6][C:7]1[CH:8]=[CH:9][C:10]2[O:24][CH2:23][C:13]3([C:21]4[C:16](=[CH:17][CH:18]=[CH:19][CH:20]=4)[N:15]([CH2:30][C:31]4[O:32][C:33]([C:36]([F:39])([F:38])[F:37])=[CH:34][CH:35]=4)[C:14]3=[O:22])[C:11]=2[CH:12]=1)(=[O:5])=[O:4]. (4) Given the reactants [Cl:1][C:2]1[CH:7]=[CH:6][C:5]([CH2:8][C:9]2[C:18]3[C:13](=[CH:14][CH:15]=[CH:16][CH:17]=3)[C:12](=[O:19])[N:11]([CH:20]3[CH2:26][CH2:25][CH2:24][N:23]([CH2:27][CH2:28][CH2:29][CH2:30][NH:31]C(=O)OC(C)(C)C)[CH2:22][CH2:21]3)[N:10]=2)=[CH:4][CH:3]=1.Cl, predict the reaction product. The product is: [ClH:1].[NH2:31][CH2:30][CH2:29][CH2:28][CH2:27][N:23]1[CH2:24][CH2:25][CH2:26][CH:20]([N:11]2[N:10]=[C:9]([CH2:8][C:5]3[CH:6]=[CH:7][C:2]([Cl:1])=[CH:3][CH:4]=3)[C:18]3[C:13](=[CH:14][CH:15]=[CH:16][CH:17]=3)[C:12]2=[O:19])[CH2:21][CH2:22]1. (5) Given the reactants C([O:5][C:6]([CH2:8][N:9]1[C:14](=[O:15])[C:13]([NH:16][C:17](=[O:24])C2C=CC=CC=2)=[CH:12][N:11]=[C:10]1[C:25]1[CH:30]=[CH:29][CH:28]=[CH:27][CH:26]=1)=[O:7])(C)(C)C.C[O-].[Na+].[OH-].[Na+].[CH2:36]([O:43]C(Cl)=O)[C:37]1[CH:42]=[CH:41][CH:40]=[CH:39][CH:38]=1, predict the reaction product. The product is: [CH2:36]([O:43][C:17]([NH:16][C:13]1[C:14](=[O:15])[N:9]([CH2:8][C:6]([OH:5])=[O:7])[C:10]([C:25]2[CH:26]=[CH:27][CH:28]=[CH:29][CH:30]=2)=[N:11][CH:12]=1)=[O:24])[C:37]1[CH:42]=[CH:41][CH:40]=[CH:39][CH:38]=1.